This data is from TCR-epitope binding with 47,182 pairs between 192 epitopes and 23,139 TCRs. The task is: Binary Classification. Given a T-cell receptor sequence (or CDR3 region) and an epitope sequence, predict whether binding occurs between them. (1) The epitope is VTIAEILLI. The TCR CDR3 sequence is CASSLVQGSTEAFF. Result: 1 (the TCR binds to the epitope). (2) The epitope is EIYKRWII. The TCR CDR3 sequence is CASSWDTSRTEAFF. Result: 1 (the TCR binds to the epitope). (3) The epitope is KLFIRQEEV. The TCR CDR3 sequence is CASSLASLNTEAFF. Result: 0 (the TCR does not bind to the epitope). (4) The epitope is YEGNSPFHPL. The TCR CDR3 sequence is CSVKLTEFGYTF. Result: 0 (the TCR does not bind to the epitope).